The task is: Predict which catalyst facilitates the given reaction.. This data is from Catalyst prediction with 721,799 reactions and 888 catalyst types from USPTO. (1) Reactant: [CH3:1][O:2][C:3]1[CH:8]=[CH:7][C:6]([C:9]2([CH2:17][S:18][CH2:19][C:20]([O:22]CC)=[O:21])[O:14][CH2:13][C:12]([CH3:16])([CH3:15])[CH2:11][O:10]2)=[CH:5][CH:4]=1.[Li+].[OH-]. Product: [CH3:1][O:2][C:3]1[CH:8]=[CH:7][C:6]([C:9]2([CH2:17][S:18][CH2:19][C:20]([OH:22])=[O:21])[O:14][CH2:13][C:12]([CH3:16])([CH3:15])[CH2:11][O:10]2)=[CH:5][CH:4]=1. The catalyst class is: 20. (2) The catalyst class is: 5. Product: [NH2:21][C:18]1[CH:19]=[CH:20][C:15]([S:12](=[O:14])(=[O:13])[NH:11][C:8]2[CH:9]=[CH:10][C:5]3[CH2:4][O:3][B:2]([OH:1])[C:6]=3[CH:7]=2)=[C:16]([CH2:28][C:29]([NH2:33])=[O:31])[CH:17]=1. Reactant: [OH:1][B:2]1[C:6]2[CH:7]=[C:8]([NH:11][S:12]([C:15]3[CH:20]=[CH:19][C:18]([NH:21]C(=O)C(F)(F)F)=[CH:17][C:16]=3[CH2:28][C:29]([O:31]C)=O)(=[O:14])=[O:13])[CH:9]=[CH:10][C:5]=2[CH2:4][O:3]1.[NH3:33].O. (3) Reactant: [C:1]1([CH2:7][C@H:8]2[N:14]([S:15]([C:18]3[S:19][CH:20]=[CH:21][CH:22]=3)(=[O:17])=[O:16])[CH2:13][C:12]3[CH:23]=[C:24]([C:27]#[N:28])[CH:25]=[CH:26][C:11]=3[NH:10][CH2:9]2)[CH:6]=[CH:5][CH:4]=[CH:3][CH:2]=1.[NH:29]1[CH:33]=[C:32]([CH:34]=[O:35])[N:31]=[CH:30]1.FC(F)(F)C(O)=O.FC(F)(F)C(OC(=O)C(F)(F)F)=O.[BH-](OC(C)=O)(OC(C)=O)OC(C)=O.[Na+]. Product: [S:15]([OH:35])(=[O:17])(=[O:16])[CH3:18].[NH:29]1[CH:33]=[C:32]([CH2:34][N:10]2[C:11]3[CH:26]=[CH:25][C:24]([C:27]#[N:28])=[CH:23][C:12]=3[CH2:13][N:14]([S:15]([C:18]3[S:19][CH:20]=[CH:21][CH:22]=3)(=[O:17])=[O:16])[C@H:8]([CH2:7][C:1]3[CH:6]=[CH:5][CH:4]=[CH:3][CH:2]=3)[CH2:9]2)[N:31]=[CH:30]1. The catalyst class is: 2. (4) Reactant: CC1(C)CCCC(C)(C)N1.C([Li])CCC.[F:16][C:17]1[CH:22]=[N:21][CH:20]=[CH:19][N:18]=1.[CH2:23]([Sn:27](Cl)([CH2:32][CH2:33][CH2:34][CH3:35])[CH2:28][CH2:29][CH2:30][CH3:31])[CH2:24][CH2:25][CH3:26]. Product: [F:16][C:17]1[C:22]([Sn:27]([CH2:28][CH2:29][CH2:30][CH3:31])([CH2:32][CH2:33][CH2:34][CH3:35])[CH2:23][CH2:24][CH2:25][CH3:26])=[N:21][CH:20]=[CH:19][N:18]=1. The catalyst class is: 7. (5) Reactant: [Cl:1]N1C(=O)CCC1=O.[NH2:9][C:10]1[C:15]([F:16])=[C:14]([C:17]2[CH:22]=[CH:21][C:20]([Cl:23])=[C:19]([O:24][CH3:25])[C:18]=2[F:26])[N:13]=[C:12]([C:27]([O:29][CH2:30][C:31]2[CH:36]=[CH:35][CH:34]=[CH:33][CH:32]=2)=[O:28])[C:11]=1/[CH:37]=[CH:38]/[Si](C)(C)C. Product: [NH2:9][C:10]1[C:15]([F:16])=[C:14]([C:17]2[CH:22]=[CH:21][C:20]([Cl:23])=[C:19]([O:24][CH3:25])[C:18]=2[F:26])[N:13]=[C:12]([C:27]([O:29][CH2:30][C:31]2[CH:36]=[CH:35][CH:34]=[CH:33][CH:32]=2)=[O:28])[C:11]=1/[CH:37]=[CH:38]/[Cl:1]. The catalyst class is: 18. (6) Reactant: Br[C:2]1[CH:3]=[CH:4][C:5]([O:8][CH2:9][C:10]2[C:11]([C:16]3[CH:21]=[CH:20][CH:19]=[CH:18][CH:17]=3)=[N:12][O:13][C:14]=2[CH3:15])=[N:6][CH:7]=1.C([Li])CCC.[CH3:27][S:28]SC. Product: [CH3:15][C:14]1[O:13][N:12]=[C:11]([C:16]2[CH:21]=[CH:20][CH:19]=[CH:18][CH:17]=2)[C:10]=1[CH2:9][O:8][C:5]1[CH:4]=[CH:3][C:2]([S:28][CH3:27])=[CH:7][N:6]=1. The catalyst class is: 1. (7) Reactant: [I-].[CH3:2][S+](C)(C)=O.[H-].[Na+].[Br:9][C:10]1[CH:11]=[C:12]([CH:16]=[O:17])[CH:13]=[N:14][CH:15]=1. Product: [Br:9][C:10]1[CH:15]=[N:14][CH:13]=[C:12]([CH:16]2[CH2:2][O:17]2)[CH:11]=1. The catalyst class is: 16.